From a dataset of Full USPTO retrosynthesis dataset with 1.9M reactions from patents (1976-2016). Predict the reactants needed to synthesize the given product. (1) Given the product [Cl:1][C:2]1[CH:3]=[C:4]([C@H:9]([NH:13][C:14](=[O:20])[O:15][C:16]([CH3:17])([CH3:19])[CH3:18])[CH2:10][CH2:11][O:12][CH3:21])[CH:5]=[CH:6][C:7]=1[Cl:8], predict the reactants needed to synthesize it. The reactants are: [Cl:1][C:2]1[CH:3]=[C:4]([C@H:9]([NH:13][C:14](=[O:20])[O:15][C:16]([CH3:19])([CH3:18])[CH3:17])[CH2:10][CH2:11][OH:12])[CH:5]=[CH:6][C:7]=1[Cl:8].[CH2:21]1COCC1.[H-].[Na+].CI. (2) Given the product [CH2:34]([C:16]1([CH2:13][CH:14]=[CH2:15])[C:32](=[O:33])[N:19]2[CH2:20][CH2:21][N:22]([C:5]([N:50]([CH3:51])[C@@H:49]([C:41]3[CH:42]=[C:43]([C:45]([F:48])([F:47])[F:46])[CH:44]=[C:39]([CH3:38])[CH:40]=3)[CH3:54])=[O:11])[CH:23]([C:24]3[CH:29]=[CH:28][C:27]([CH3:30])=[CH:26][C:25]=3[CH3:31])[CH:18]2[CH2:17]1)[CH:35]=[CH2:36], predict the reactants needed to synthesize it. The reactants are: ClC(Cl)(O[C:5](=[O:11])OC(Cl)(Cl)Cl)Cl.[CH2:13]([C:16]1([CH2:34][CH:35]=[CH2:36])[C:32](=[O:33])[N:19]2[CH2:20][CH2:21][NH:22][CH:23]([C:24]3[CH:29]=[CH:28][C:27]([CH3:30])=[CH:26][C:25]=3[CH3:31])[CH:18]2[CH2:17]1)[CH:14]=[CH2:15].F[C:38](F)(F)[C:39]1[CH:40]=[C:41]([CH2:49][NH:50][CH3:51])[CH:42]=[C:43]([C:45]([F:48])([F:47])[F:46])[CH:44]=1.[CH3:54]COC(C)=O. (3) Given the product [Cl:1][C:2]1[CH:3]=[C:4]2[C:9](=[CH:10][CH:11]=1)[CH:8]=[C:7]([S:12]([CH2:15][CH2:16][C:17]([N:57]1[CH2:56][CH2:55][CH:54]([N:51]3[CH2:50][CH2:49][N:48]4[C:44]([CH3:43])=[N:45][CH:46]=[C:47]4[C:52]3=[O:53])[CH2:59][CH2:58]1)=[O:19])(=[O:13])=[O:14])[CH:6]=[CH:5]2, predict the reactants needed to synthesize it. The reactants are: [Cl:1][C:2]1[CH:3]=[C:4]2[C:9](=[CH:10][CH:11]=1)[CH:8]=[C:7]([S:12]([CH2:15][CH2:16][C:17]([OH:19])=O)(=[O:14])=[O:13])[CH:6]=[CH:5]2.C1C=CC2N(O)N=NC=2C=1.CCN=C=NCCCN(C)C.Cl.Cl.[CH3:43][C:44]1[N:48]2[CH2:49][CH2:50][N:51]([CH:54]3[CH2:59][CH2:58][NH:57][CH2:56][CH2:55]3)[C:52](=[O:53])[C:47]2=[CH:46][N:45]=1.C1CCN2C(=NCCC2)CC1. (4) Given the product [CH3:32][S:29](=[N:28][C:23]1[CH:22]=[C:21]2[C:26]([C:17]([NH:16][C:10]3[CH:11]=[CH:12][C:13]([F:15])=[CH:14][C:9]=3[OH:8])=[N:18][CH:19]=[N:20]2)=[C:25]([CH3:27])[CH:24]=1)([CH3:31])=[O:30], predict the reactants needed to synthesize it. The reactants are: C([O:8][C:9]1[CH:14]=[C:13]([F:15])[CH:12]=[CH:11][C:10]=1[NH:16][C:17]1[C:26]2[C:21](=[CH:22][C:23]([N:28]=[S:29]([CH3:32])([CH3:31])=[O:30])=[CH:24][C:25]=2[CH3:27])[N:20]=[CH:19][N:18]=1)C1C=CC=CC=1.B(Br)(Br)Br.O. (5) Given the product [CH2:1]([O:3][C:4]1[N:16]2[C:7]([C:8]3[CH:9]=[C:10]([C:35]4[CH:36]=[CH:37][CH:38]=[CH:39][CH:40]=4)[C:11]([C:17]4[CH:18]=[CH:19][C:20]([C:23]5([NH2:27])[CH2:24][CH2:25][CH2:26]5)=[CH:21][CH:22]=4)=[N:12][C:13]=3[CH:14]=[CH:15]2)=[N:6][N:5]=1)[CH3:2], predict the reactants needed to synthesize it. The reactants are: [CH2:1]([O:3][C:4]1[N:16]2[C:7]([C:8]3[CH:9]=[C:10]([C:35]4[CH:40]=[CH:39][CH:38]=[CH:37][CH:36]=4)[C:11]([C:17]4[CH:22]=[CH:21][C:20]([C:23]5([NH:27]C(=O)OC(C)(C)C)[CH2:26][CH2:25][CH2:24]5)=[CH:19][CH:18]=4)=[N:12][C:13]=3[CH:14]=[CH:15]2)=[N:6][N:5]=1)[CH3:2].Cl.CCOC(C)=O.